Dataset: Full USPTO retrosynthesis dataset with 1.9M reactions from patents (1976-2016). Task: Predict the reactants needed to synthesize the given product. (1) Given the product [Br:3][C:4]1[CH:9]=[CH:8][C:7]([C:10]2[C:14]3[CH2:15][C:16]4[S:17][CH:18]=[CH:19][C:20]=4[C:13]=3[N:12]([CH2:28][O:27][CH2:26][CH2:25][Si:22]([CH3:24])([CH3:23])[CH3:21])[N:11]=2)=[CH:6][CH:5]=1, predict the reactants needed to synthesize it. The reactants are: [H-].[Na+].[Br:3][C:4]1[CH:9]=[CH:8][C:7]([C:10]2[C:14]3[CH2:15][C:16]4[S:17][CH:18]=[CH:19][C:20]=4[C:13]=3[NH:12][N:11]=2)=[CH:6][CH:5]=1.[CH3:21][Si:22]([CH2:25][CH2:26][O:27][CH2:28]Cl)([CH3:24])[CH3:23]. (2) The reactants are: [C:1]([C:3]1[CH:4]=[C:5]([CH:9]=[CH:10][CH:11]=1)[C:6]([OH:8])=[O:7])#[N:2].Cl.[NH2:13][OH:14].C(=O)([O-])[O-].[Na+].[Na+]. Given the product [OH:14][N:13]=[C:1]([C:3]1[CH:4]=[C:5]([CH:9]=[CH:10][CH:11]=1)[C:6]([OH:8])=[O:7])[NH2:2], predict the reactants needed to synthesize it. (3) Given the product [CH3:16][C@:17]1([CH2:18][OH:19])[CH2:1][C@H:20]1[C@H:21]([C:23]1[CH:28]=[CH:27][CH:26]=[C:25]([CH3:29])[CH:24]=1)[CH3:22], predict the reactants needed to synthesize it. The reactants are: [CH2:1]([Zn]CC)C.C1(C)C=CC=CC=1.ClCI.[CH3:16]/[C:17](=[CH:20]/[CH:21]([C:23]1[CH:28]=[CH:27][CH:26]=[C:25]([CH3:29])[CH:24]=1)[CH3:22])/[CH2:18][OH:19].S(=O)(=O)(O)O. (4) Given the product [C:1]([Si:5]([CH3:22])([CH3:21])[O:6][CH2:7][CH2:8][O:9][C:10]1[C:15]([N+:16]([O-:18])=[O:17])=[C:14]([NH2:19])[CH:13]=[C:12]([C:26]2[CH:27]=[CH:28][CH:29]=[CH:30][C:25]=2[C:24]([F:35])([F:34])[F:23])[N:11]=1)([CH3:4])([CH3:3])[CH3:2], predict the reactants needed to synthesize it. The reactants are: [C:1]([Si:5]([CH3:22])([CH3:21])[O:6][CH2:7][CH2:8][O:9][C:10]1[C:15]([N+:16]([O-:18])=[O:17])=[C:14]([NH2:19])[CH:13]=[C:12](Cl)[N:11]=1)([CH3:4])([CH3:3])[CH3:2].[F:23][C:24]([F:35])([F:34])[C:25]1[CH:30]=[CH:29][CH:28]=[CH:27][C:26]=1B(O)O.C([O-])([O-])=O.[Cs+].[Cs+].C(Cl)Cl. (5) Given the product [OH:19][C:20]12[CH2:29][CH:24]3[CH2:25][CH:26]([CH2:28][CH:22]([CH:23]3[N:30]([CH3:31])[C:13](=[O:15])[C:12]3[CH:16]=[CH:17][CH:18]=[C:10]([O:9][CH2:1][CH2:2][C:3]4[CH:4]=[CH:5][CH:6]=[CH:7][CH:8]=4)[CH:11]=3)[CH2:21]1)[CH2:27]2, predict the reactants needed to synthesize it. The reactants are: [CH2:1]([O:9][C:10]1[CH:11]=[C:12]([CH:16]=[CH:17][CH:18]=1)[C:13]([OH:15])=O)[CH2:2][C:3]1[CH:8]=[CH:7][CH:6]=[CH:5][CH:4]=1.[OH:19][C:20]12[CH2:29][CH:24]3[CH2:25][CH:26]([CH2:28][CH:22]([CH:23]3[NH:30][CH3:31])[CH2:21]1)[CH2:27]2.CCN(C(C)C)C(C)C.